From a dataset of Reaction yield outcomes from USPTO patents with 853,638 reactions. Predict the reaction yield, written as a fraction of the theoretical maximum amount of product (1.0 means a 100% yield; for example, 0.34 means a 34% yield). (1) The reactants are CC(C)([O-])C.[K+].[C:7]([O:11][C:12](=[O:28])[CH:13]([CH2:21][CH2:22][CH2:23][CH2:24][CH2:25][C:26]#[N:27])[C:14]([O:16][C:17]([CH3:20])([CH3:19])[CH3:18])=[O:15])([CH3:10])([CH3:9])[CH3:8].Cl[C:30]1[S:34][N:33]=[C:32]([CH3:35])[N:31]=1. The catalyst is O1CCCC1. The product is [C:7]([O:11][C:12](=[O:28])[C:13]([CH2:21][CH2:22][CH2:23][CH2:24][CH2:25][C:26]#[N:27])([C:30]1[S:34][N:33]=[C:32]([CH3:35])[N:31]=1)[C:14]([O:16][C:17]([CH3:18])([CH3:19])[CH3:20])=[O:15])([CH3:9])([CH3:8])[CH3:10]. The yield is 0.420. (2) The reactants are [CH2:1]([O:3][C:4]([C:6]1[N:7]=[C:8]([CH2:11]Cl)[S:9][CH:10]=1)=[O:5])[CH3:2].C(=O)([O-])[O-].[K+].[K+].Cl.[CH3:20][NH:21][CH3:22].C(Cl)Cl. The catalyst is CN(C=O)C. The product is [CH3:20][N:21]([CH2:11][C:8]1[S:9][CH:10]=[C:6]([C:4]([O:3][CH2:1][CH3:2])=[O:5])[N:7]=1)[CH3:22]. The yield is 0.342. (3) The reactants are [Cl:1][C:2]1[CH:7]=[CH:6][C:5]([C:8]2[C:14]3[CH:15]=[C:16]([O:19][CH3:20])[CH:17]=[CH:18][C:13]=3[N:12]3[C:21]([CH3:24])=[N:22][N:23]=[C:11]3[C@H:10]([CH2:25][C:26]([OH:28])=O)[N:9]=2)=[CH:4][CH:3]=1.CN(C(ON1N=NC2C=CC=NC1=2)=[N+](C)C)C.F[P-](F)(F)(F)(F)F.CCN(C(C)C)C(C)C.[NH2:62][CH2:63][CH2:64][C:65]1[CH:70]=[CH:69][C:68]([B:71]([OH:73])[OH:72])=[CH:67][CH:66]=1. The catalyst is C(Cl)Cl. The product is [Cl:1][C:2]1[CH:7]=[CH:6][C:5]([C:8]2[C:14]3[CH:15]=[C:16]([O:19][CH3:20])[CH:17]=[CH:18][C:13]=3[N:12]3[C:21]([CH3:24])=[N:22][N:23]=[C:11]3[C@H:10]([CH2:25][C:26]([NH:62][CH2:63][CH2:64][C:65]3[CH:66]=[CH:67][C:68]([B:71]([OH:73])[OH:72])=[CH:69][CH:70]=3)=[O:28])[N:9]=2)=[CH:4][CH:3]=1. The yield is 0.120. (4) The reactants are [CH3:1][C:2]1[CH:11]=[CH:10][C:9]2[C:4](=[CH:5][CH:6]=[CH:7][C:8]=2[N:12]2[CH2:17][CH2:16][N:15](C(OC(C)(C)C)=O)[CH2:14][CH2:13]2)[N:3]=1.Cl. The catalyst is CC(O)C. The product is [CH3:1][C:2]1[CH:11]=[CH:10][C:9]2[C:4](=[CH:5][CH:6]=[CH:7][C:8]=2[N:12]2[CH2:17][CH2:16][NH:15][CH2:14][CH2:13]2)[N:3]=1. The yield is 0.800. (5) The reactants are FC(F)(F)C([NH:5][C:6]1[CH:11]=[CH:10][C:9]([CH2:12][CH:13]2[CH2:18][CH2:17][N:16]([S:19]([C:22]3[CH:27]=[CH:26][CH:25]=[CH:24][CH:23]=3)(=[O:21])=[O:20])[CH2:15][CH2:14]2)=[CH:8][CH:7]=1)=O.[OH-].[Li+]. The catalyst is CO.O. The product is [C:22]1([S:19]([N:16]2[CH2:17][CH2:18][CH:13]([CH2:12][C:9]3[CH:8]=[CH:7][C:6]([NH2:5])=[CH:11][CH:10]=3)[CH2:14][CH2:15]2)(=[O:20])=[O:21])[CH:27]=[CH:26][CH:25]=[CH:24][CH:23]=1. The yield is 0.830.